From a dataset of Catalyst prediction with 721,799 reactions and 888 catalyst types from USPTO. Predict which catalyst facilitates the given reaction. (1) Reactant: [CH3:1][O:2][C:3]1[CH:4]=[CH:5][C:6]2[NH:12][C:11](=[O:13])[N:10]([CH:14]3[CH2:19][CH2:18][N:17]([C:20]([O:22][C@H:23]([CH2:42][C:43]4[CH:48]=[C:47]([C:49]([F:52])([F:51])[F:50])[C:46]([NH2:53])=[C:45]([Cl:54])[CH:44]=4)[C:24]([N:26]4[CH2:31][CH2:30][CH:29]([CH:32]5[CH2:37][CH2:36][N:35]([CH2:38][C:39]([OH:41])=[O:40])[CH2:34][CH2:33]5)[CH2:28][CH2:27]4)=[O:25])=[O:21])[CH2:16][CH2:15]3)[CH2:9][CH2:8][C:7]=2[CH:55]=1.CN(C(ON1N=NC2C=CC=CC1=2)=[N+](C)C)C.[B-](F)(F)(F)F.C(N(CC)CC)C.[N:85]1([CH2:91][CH2:92]O)[CH2:90][CH2:89][O:88][CH2:87][CH2:86]1.C([O-])(O)=O.[Na+]. Product: [CH3:1][O:2][C:3]1[CH:4]=[CH:5][C:6]2[NH:12][C:11](=[O:13])[N:10]([CH:14]3[CH2:15][CH2:16][N:17]([C:20]([O:22][C@H:23]([CH2:42][C:43]4[CH:48]=[C:47]([C:49]([F:52])([F:50])[F:51])[C:46]([NH2:53])=[C:45]([Cl:54])[CH:44]=4)[C:24]([N:26]4[CH2:31][CH2:30][CH:29]([CH:32]5[CH2:37][CH2:36][N:35]([CH2:38][C:39]([O:41][CH2:92][CH2:91][N:85]6[CH2:90][CH2:89][O:88][CH2:87][CH2:86]6)=[O:40])[CH2:34][CH2:33]5)[CH2:28][CH2:27]4)=[O:25])=[O:21])[CH2:18][CH2:19]3)[CH2:9][CH2:8][C:7]=2[CH:55]=1. The catalyst class is: 3. (2) Product: [NH2:8][C:7]1[NH:6][C:5](=[O:9])[N:4]([CH2:10][CH2:11][CH3:12])[C:3](=[O:13])[C:2]=1[NH:1][C:26]([C:24]1[CH:23]=[N:22][N:21]([CH2:14][C:15]2[CH:20]=[CH:19][CH:18]=[CH:17][CH:16]=2)[CH:25]=1)=[O:27]. The catalyst class is: 5. Reactant: [NH2:1][C:2]1[C:3](=[O:13])[N:4]([CH2:10][CH2:11][CH3:12])[C:5](=[O:9])[NH:6][C:7]=1[NH2:8].[CH2:14]([N:21]1[CH:25]=[C:24]([C:26](O)=[O:27])[CH:23]=[N:22]1)[C:15]1[CH:20]=[CH:19][CH:18]=[CH:17][CH:16]=1.CCN=C=NCCCN(C)C.Cl. (3) Reactant: C([O:5][C:6](=[O:33])[CH2:7][C@H:8]([C:18]1[O:22][N:21]=[C:20]([C:23]([N:25]2[CH2:28][CH:27]([C:29]([O:31][CH3:32])=[O:30])[CH2:26]2)=[O:24])[N:19]=1)[CH2:9][CH2:10][CH2:11][CH:12]1[CH2:17][CH2:16][CH2:15][CH2:14][CH2:13]1)(C)(C)C.FC(F)(F)C(O)=O. The catalyst class is: 4. Product: [CH:12]1([CH2:11][CH2:10][CH2:9][C@@H:8]([C:18]2[O:22][N:21]=[C:20]([C:23]([N:25]3[CH2:26][CH:27]([C:29]([O:31][CH3:32])=[O:30])[CH2:28]3)=[O:24])[N:19]=2)[CH2:7][C:6]([OH:33])=[O:5])[CH2:17][CH2:16][CH2:15][CH2:14][CH2:13]1. (4) Reactant: [CH2:1]([C:4]1[CH:9]=[CH:8][C:7]([CH2:10][S:11]([NH2:14])(=[O:13])=[O:12])=[CH:6][CH:5]=1)[C:2]#[CH:3].Br[C:16]1[C:17]([NH:24][CH2:25][C:26]([CH3:29])([CH3:28])[CH3:27])=[N:18][C:19]([C:22]#[N:23])=[N:20][CH:21]=1.C(N(CC)CC)C. Product: [C:22]([C:19]1[N:20]=[CH:21][C:16]2[CH:3]=[C:2]([CH2:1][C:4]3[CH:9]=[CH:8][C:7]([CH2:10][S:11]([NH2:14])(=[O:12])=[O:13])=[CH:6][CH:5]=3)[N:24]([CH2:25][C:26]([CH3:29])([CH3:28])[CH3:27])[C:17]=2[N:18]=1)#[N:23]. The catalyst class is: 538. (5) Product: [CH2:5]([O:4][C:2]([NH:21][C:19](=[N:20][C:2]([O:4][CH2:5][C:6]1[CH:11]=[CH:10][CH:9]=[CH:8][CH:7]=1)=[O:3])[S:18][CH3:17])=[O:3])[C:6]1[CH:11]=[CH:10][CH:9]=[CH:8][CH:7]=1. Reactant: Cl[C:2]([O:4][CH2:5][C:6]1[CH:11]=[CH:10][CH:9]=[CH:8][CH:7]=1)=[O:3].S(O)(O)(=O)=O.[CH3:17][S:18][C:19](=[NH:21])[NH2:20]. The catalyst class is: 4.